From a dataset of NCI-60 drug combinations with 297,098 pairs across 59 cell lines. Regression. Given two drug SMILES strings and cell line genomic features, predict the synergy score measuring deviation from expected non-interaction effect. (1) Drug 1: C1=CC(=CC=C1CCCC(=O)O)N(CCCl)CCCl. Drug 2: C1C(C(OC1N2C=NC3=C(N=C(N=C32)Cl)N)CO)O. Cell line: HS 578T. Synergy scores: CSS=-4.77, Synergy_ZIP=-4.82, Synergy_Bliss=-9.22, Synergy_Loewe=-11.1, Synergy_HSA=-11.1. (2) Drug 1: CC1OCC2C(O1)C(C(C(O2)OC3C4COC(=O)C4C(C5=CC6=C(C=C35)OCO6)C7=CC(=C(C(=C7)OC)O)OC)O)O. Drug 2: C#CCC(CC1=CN=C2C(=N1)C(=NC(=N2)N)N)C3=CC=C(C=C3)C(=O)NC(CCC(=O)O)C(=O)O. Cell line: T-47D. Synergy scores: CSS=32.3, Synergy_ZIP=-9.75, Synergy_Bliss=-2.87, Synergy_Loewe=-1.76, Synergy_HSA=-1.93. (3) Drug 1: C1=NC2=C(N1)C(=S)N=C(N2)N. Drug 2: C1=NNC2=C1C(=O)NC=N2. Cell line: CAKI-1. Synergy scores: CSS=47.5, Synergy_ZIP=-5.69, Synergy_Bliss=-7.79, Synergy_Loewe=-12.0, Synergy_HSA=-2.60.